Binary classification across 12 toxicity assays. From a dataset of Tox21: 12 toxicity assays (nuclear receptors and stress response pathways). (1) The drug is Nc1ccn([C@@H]2O[C@H](CO)[C@@H](O)[C@@H]2O)c(=O)n1. It tested positive (active) for: NR-ER (Estrogen Receptor agonist activity), and SR-p53 (p53 tumor suppressor activation). (2) The drug is CC(C)(c1ccc(OCC2CO2)cc1)c1ccc(OCC2CO2)cc1. It tested positive (active) for: NR-Aromatase (Aromatase enzyme inhibition), and SR-HSE (Heat Shock Element response). (3) The drug is CCO[C@H](Cc1ccc(OCCc2ccc(OS(C)(=O)=O)cc2)cc1)C(=O)O. It tested positive (active) for: NR-PPAR-gamma (PPAR-gamma nuclear receptor agonist). (4) The molecule is COc1ccc(CN2CCN(C(c3ccc(F)cc3)c3ccc(F)cc3)CC2)c(OC)c1OC. It tested positive (active) for: NR-AR (Androgen Receptor agonist activity). (5) The drug is O=C([O-])CCCOc1ccc(Cl)cc1Cl. It tested positive (active) for: NR-AhR (Aryl hydrocarbon Receptor agonist activity). (6) The compound is NC(=O)OC[C@@H]1[C@H](NC(=O)/C(=N\OCC(=O)[O-])c2csc(N)n2)C(=O)N1S(=O)(=O)[O-]. It tested positive (active) for: NR-ER (Estrogen Receptor agonist activity). (7) The molecule is O=C1Nc2ccccc2C1=O. It tested positive (active) for: NR-AhR (Aryl hydrocarbon Receptor agonist activity), and SR-ARE (Antioxidant Response Element (oxidative stress)). (8) The drug is Cc1cc(C2CC2)nc(Nc2ccccc2)n1. It tested positive (active) for: NR-AhR (Aryl hydrocarbon Receptor agonist activity), and NR-ER (Estrogen Receptor agonist activity).